From a dataset of Catalyst prediction with 721,799 reactions and 888 catalyst types from USPTO. Predict which catalyst facilitates the given reaction. (1) Reactant: [CH3:1][C:2]1([CH3:17])[C:6]([CH3:8])([CH3:7])[O:5][B:4]([C:9]2[S:13][C:12]([C:14]([OH:16])=O)=[CH:11][CH:10]=2)[O:3]1.C1C=CC2N(O)N=NC=2C=1.C(Cl)CCl.[CH3:32][O:33][C:34]1[CH:35]=[C:36]([CH:39]=[CH:40][CH:41]=1)[CH2:37][NH2:38]. Product: [CH3:32][O:33][C:34]1[CH:35]=[C:36]([CH:39]=[CH:40][CH:41]=1)[CH2:37][NH:38][C:14]([C:12]1[S:13][C:9]([B:4]2[O:5][C:6]([CH3:7])([CH3:8])[C:2]([CH3:1])([CH3:17])[O:3]2)=[CH:10][CH:11]=1)=[O:16]. The catalyst class is: 3. (2) Reactant: C(=O)([O-])[O-].[Cs+].[Cs+].O1[CH2:12][CH2:11][O:10][CH2:9][CH2:8]1.O.[CH3:14][CH2:15][CH2:16][CH2:17][CH2:18]CC. Product: [CH3:8][CH:9]1[C:18]2[C:12](=[CH:14][CH:15]=[CH:16][CH:17]=2)[CH2:11][O:10]1. The catalyst class is: 73. (3) Reactant: [CH2:1]([O:8][C:9]([N:11]([CH3:26])[C:12]1[CH:17]=[CH:16][CH:15]=[CH:14][C:13]=1[C:18]([F:25])([F:24])[C:19]([O:21]CC)=[O:20])=[O:10])[C:2]1[CH:7]=[CH:6][CH:5]=[CH:4][CH:3]=1.CO.O1CCCC1.O.[OH-].[Li+]. Product: [CH2:1]([O:8][C:9]([N:11]([CH3:26])[C:12]1[CH:17]=[CH:16][CH:15]=[CH:14][C:13]=1[C:18]([F:24])([F:25])[C:19]([OH:21])=[O:20])=[O:10])[C:2]1[CH:3]=[CH:4][CH:5]=[CH:6][CH:7]=1. The catalyst class is: 6.